This data is from Reaction yield outcomes from USPTO patents with 853,638 reactions. The task is: Predict the reaction yield, written as a fraction of the theoretical maximum amount of product (1.0 means a 100% yield; for example, 0.34 means a 34% yield). (1) The reactants are [CH3:1][C:2]1[N:3]=[C:4]([NH:7][C:8]2[CH:13]=[C:12]([O:14][C:15]3[CH:16]=[C:17]([CH:22]=[CH:23][CH:24]=3)[C:18]([O:20]C)=[O:19])[CH:11]=[CH:10][N:9]=2)[S:5][CH:6]=1.[OH-].[Na+]. The catalyst is CO. The product is [CH3:1][C:2]1[N:3]=[C:4]([NH:7][C:8]2[CH:13]=[C:12]([O:14][C:15]3[CH:16]=[C:17]([CH:22]=[CH:23][CH:24]=3)[C:18]([OH:20])=[O:19])[CH:11]=[CH:10][N:9]=2)[S:5][CH:6]=1. The yield is 0.774. (2) The reactants are [Br:1][C:2]1[CH:7]=[CH:6][C:5]([C:8]([CH3:19])([CH3:18])[CH2:9][O:10][Si](C(C)(C)C)(C)C)=[CH:4][CH:3]=1.Cl.CO. The catalyst is CO. The product is [Br:1][C:2]1[CH:3]=[CH:4][C:5]([C:8]([CH3:19])([CH3:18])[CH2:9][OH:10])=[CH:6][CH:7]=1. The yield is 0.750. (3) The reactants are [C:1]([O:5][C:6]([NH:8][CH2:9][CH2:10][C@H:11]1[CH2:16][CH2:15][C@H:14]([CH2:17][O:18][C:19](=[O:21])[CH3:20])[CH2:13][CH2:12]1)=[O:7])([CH3:4])([CH3:3])[CH3:2].[CH3:22]I.[H-].[Na+]. The catalyst is CN(C)C=O. The product is [C:1]([O:5][C:6]([N:8]([CH3:22])[CH2:9][CH2:10][C@H:11]1[CH2:16][CH2:15][C@H:14]([CH2:17][O:18][C:19](=[O:21])[CH3:20])[CH2:13][CH2:12]1)=[O:7])([CH3:4])([CH3:2])[CH3:3]. The yield is 0.677.